Task: Regression/Classification. Given a drug SMILES string, predict its absorption, distribution, metabolism, or excretion properties. Task type varies by dataset: regression for continuous measurements (e.g., permeability, clearance, half-life) or binary classification for categorical outcomes (e.g., BBB penetration, CYP inhibition). For this dataset (solubility_aqsoldb), we predict Y.. Dataset: Aqueous solubility values for 9,982 compounds from the AqSolDB database The compound is CCN(CC)c1ccc2cc(-c3n(C)c4ccccc4[n+]3C)c(=O)oc2c1.[Cl-]. The Y is -1.45 log mol/L.